Dataset: Forward reaction prediction with 1.9M reactions from USPTO patents (1976-2016). Task: Predict the product of the given reaction. (1) The product is: [Br:1][C:2]1[CH:3]=[C:4]([CH:5]=[C:6]([Cl:8])[CH:7]=1)[O:9][C:29]1[C:24]([Cl:23])=[N:25][CH:26]=[CH:27][C:28]=1[C:31]([F:34])([F:33])[F:32]. Given the reactants [Br:1][C:2]1[CH:3]=[C:4]([OH:9])[CH:5]=[C:6]([Cl:8])[CH:7]=1.C(=O)([O-])[O-].[K+].[K+].CN1CCCC1=O.[Cl:23][C:24]1[C:29](F)=[C:28]([C:31]([F:34])([F:33])[F:32])[CH:27]=[CH:26][N:25]=1, predict the reaction product. (2) Given the reactants [Br:1][C:2]1[CH:14]=[CH:13][C:5]([CH2:6][C@@H:7]([C:9]([O:11][CH3:12])=[O:10])[NH2:8])=[CH:4][CH:3]=1.[C:15]([O:19][C:20]([NH:22][CH2:23][C@H:24]1[CH2:29][CH2:28][C@H:27]([C:30](O)=[O:31])[CH2:26][CH2:25]1)=[O:21])([CH3:18])([CH3:17])[CH3:16].C(N(CC)C(C)C)(C)C.C(P1(=O)OP(=O)(CCC)OP(=O)(CCC)O1)CC, predict the reaction product. The product is: [Br:1][C:2]1[CH:3]=[CH:4][C:5]([CH2:6][C@@H:7]([C:9]([O:11][CH3:12])=[O:10])[NH:8][C:30]([C@H:27]2[CH2:26][CH2:25][C@H:24]([CH2:23][NH:22][C:20]([O:19][C:15]([CH3:18])([CH3:17])[CH3:16])=[O:21])[CH2:29][CH2:28]2)=[O:31])=[CH:13][CH:14]=1. (3) The product is: [Si:21]([O:1][CH2:2][CH2:3][C:4]1[CH:11]=[CH:10][CH:9]=[CH:8][C:5]=1[C:6]#[N:7])([C:17]([CH3:20])([CH3:19])[CH3:18])([CH3:23])[CH3:22]. Given the reactants [OH:1][CH2:2][CH2:3][C:4]1[CH:11]=[CH:10][CH:9]=[CH:8][C:5]=1[C:6]#[N:7].N1C=CN=C1.[C:17]([Si:21](Cl)([CH3:23])[CH3:22])([CH3:20])([CH3:19])[CH3:18], predict the reaction product. (4) Given the reactants BrC1SC=CC=1.Br[C:8]1[S:12][C:11]([C:13](=[O:18])[C:14]([F:17])([F:16])[F:15])=[CH:10][CH:9]=1.CCN(CC)CC.[CH3:26][Si:27]([C:30]#[CH:31])([CH3:29])[CH3:28], predict the reaction product. The product is: [F:15][C:14]([F:17])([F:16])[C:13]([C:11]1[S:12][C:8]([C:31]#[C:30][Si:27]([CH3:29])([CH3:28])[CH3:26])=[CH:9][CH:10]=1)=[O:18]. (5) Given the reactants [C:1]([O:5][C:6]([N:8]1[CH2:13][CH2:12][CH:11]([NH:14][C:15]2[CH:20]=[CH:19][CH:18]=[CH:17][C:16]=2[Cl:21])[CH2:10][CH2:9]1)=[O:7])([CH3:4])([CH3:3])[CH3:2].[H-].[Na+].[CH3:24]I, predict the reaction product. The product is: [C:1]([O:5][C:6]([N:8]1[CH2:13][CH2:12][CH:11]([N:14]([C:15]2[CH:20]=[CH:19][CH:18]=[CH:17][C:16]=2[Cl:21])[CH3:24])[CH2:10][CH2:9]1)=[O:7])([CH3:4])([CH3:2])[CH3:3].